This data is from Catalyst prediction with 721,799 reactions and 888 catalyst types from USPTO. The task is: Predict which catalyst facilitates the given reaction. (1) Product: [C:1]([C:3]1[CH:7]=[C:6]([C:8]2[CH:9]=[CH:10][C:11]([CH2:14][NH:15][C:29]([NH2:28])=[O:30])=[CH:12][CH:13]=2)[N:5]([C:16]2[CH:17]=[CH:18][C:19]([O:22][CH3:23])=[CH:20][CH:21]=2)[N:4]=1)#[N:2]. Reactant: [C:1]([C:3]1[CH:7]=[C:6]([C:8]2[CH:13]=[CH:12][C:11]([CH2:14][NH2:15])=[CH:10][CH:9]=2)[N:5]([C:16]2[CH:21]=[CH:20][C:19]([O:22][CH3:23])=[CH:18][CH:17]=2)[N:4]=1)#[N:2].C[Si]([N:28]=[C:29]=[O:30])(C)C.CCN(CC)CC.O. The catalyst class is: 366. (2) Reactant: C1C2C(COC([N:18]3[CH:22]([C:23](=[O:35])[NH:24][CH:25]4[C:34]5[C:29](=[CH:30][CH:31]=[CH:32][CH:33]=5)[CH2:28][CH2:27][CH2:26]4)[CH2:21][CH2:20][CH:19]3[C:36]3[CH:41]=[CH:40][CH:39]=[CH:38][CH:37]=3)=O)C3C(=CC=CC=3)C=2C=CC=1.C(NCC)C. Product: [CH:25]1([NH:24][C:23]([CH:22]2[CH2:21][CH2:20][CH:19]([C:36]3[CH:37]=[CH:38][CH:39]=[CH:40][CH:41]=3)[NH:18]2)=[O:35])[C:34]2[C:29](=[CH:30][CH:31]=[CH:32][CH:33]=2)[CH2:28][CH2:27][CH2:26]1. The catalyst class is: 9. (3) The catalyst class is: 16. Reactant: [NH2:1][CH2:2][CH2:3][CH2:4][CH2:5][C@H:6]([NH:17][C:18](=[O:33])[C:19]1[CH:24]=[CH:23][C:22]([C:25]([N:27]2[CH2:31][CH2:30][CH2:29][CH2:28]2)=[O:26])=[C:21]([CH3:32])[CH:20]=1)[C:7]1[NH:11][C:10]2[CH:12]=[CH:13][C:14]([Cl:16])=[CH:15][C:9]=2[N:8]=1.C(N(C(C)C)CC)(C)C.[N:43]1[CH:48]=[CH:47][C:46]([C:49](O)=[O:50])=[CH:45][CH:44]=1. Product: [Cl:16][C:14]1[CH:13]=[CH:12][C:10]2[NH:11][C:7]([C@@H:6]([NH:17][C:18](=[O:33])[C:19]3[CH:24]=[CH:23][C:22]([C:25]([N:27]4[CH2:28][CH2:29][CH2:30][CH2:31]4)=[O:26])=[C:21]([CH3:32])[CH:20]=3)[CH2:5][CH2:4][CH2:3][CH2:2][NH:1][C:49]([C:46]3[CH:47]=[CH:48][N:43]=[CH:44][CH:45]=3)=[O:50])=[N:8][C:9]=2[CH:15]=1. (4) Reactant: [Cl:1][C:2]1[CH:7]=[C:6]([N+:8]([O-])=O)[CH:5]=[C:4]([C:11]([F:14])([F:13])[F:12])[C:3]=1[O:15][C:16]1[CH:21]=[CH:20][C:19]([S:22]([CH3:25])(=[O:24])=[O:23])=[CH:18][CH:17]=1. Product: [Cl:1][C:2]1[CH:7]=[C:6]([NH2:8])[CH:5]=[C:4]([C:11]([F:13])([F:14])[F:12])[C:3]=1[O:15][C:16]1[CH:17]=[CH:18][C:19]([S:22]([CH3:25])(=[O:23])=[O:24])=[CH:20][CH:21]=1. The catalyst class is: 78.